This data is from Catalyst prediction with 721,799 reactions and 888 catalyst types from USPTO. The task is: Predict which catalyst facilitates the given reaction. (1) Reactant: [Br:1][C:2]1[CH:3]=[C:4]2[C:8](=[CH:9][CH:10]=1)[C:7](=[O:11])[NH:6][CH2:5]2.[C:12](O[C:12]([O:14][C:15]([CH3:18])([CH3:17])[CH3:16])=[O:13])([O:14][C:15]([CH3:18])([CH3:17])[CH3:16])=[O:13].C(OCC)(=O)C. Product: [Br:1][C:2]1[CH:3]=[C:4]2[C:8](=[CH:9][CH:10]=1)[C:7](=[O:11])[N:6]([C:12]([O:14][C:15]([CH3:18])([CH3:17])[CH3:16])=[O:13])[CH2:5]2. The catalyst class is: 119. (2) Reactant: [N:1]1[CH:6]=[CH:5][CH:4]=[CH:3][C:2]=1[NH:7][CH2:8][C:9]1([C:15]2[CH:20]=[CH:19][C:18]([OH:21])=[CH:17][CH:16]=2)[CH2:14][CH2:13][O:12][CH2:11][CH2:10]1.[CH2:22]([N:24]1[CH2:29][CH2:28][CH:27](O)[CH2:26][CH2:25]1)[CH3:23].C1(P(C2C=CC=CC=2)C2C=CC=CC=2)C=CC=CC=1.N(C(OC(C)C)=O)=NC(OC(C)C)=O. Product: [CH2:22]([N:24]1[CH2:29][CH2:28][CH:27]([O:21][C:18]2[CH:19]=[CH:20][C:15]([C:9]3([CH2:8][NH:7][C:2]4[CH:3]=[CH:4][CH:5]=[CH:6][N:1]=4)[CH2:10][CH2:11][O:12][CH2:13][CH2:14]3)=[CH:16][CH:17]=2)[CH2:26][CH2:25]1)[CH3:23]. The catalyst class is: 1.